From a dataset of Full USPTO retrosynthesis dataset with 1.9M reactions from patents (1976-2016). Predict the reactants needed to synthesize the given product. (1) Given the product [CH2:3]([N:10]1[CH2:15][CH2:14][CH2:13][C@@H:12]([NH2:16])[CH2:11]1)[C:4]1[CH:5]=[CH:6][CH:7]=[CH:8][CH:9]=1, predict the reactants needed to synthesize it. The reactants are: [OH-].[Na+].[CH2:3]([N:10]1[CH2:15][CH2:14][CH2:13][CH:12]([NH2:16])[CH2:11]1)[C:4]1[CH:9]=[CH:8][CH:7]=[CH:6][CH:5]=1. (2) Given the product [C:5]1([C:8]2[CH:13]=[CH:12][CH:11]=[CH:10][CH:9]=2)[CH:6]=[CH:7][C:2]([CH2:15][OH:14])=[CH:3][CH:4]=1, predict the reactants needed to synthesize it. The reactants are: Cl[C:2]1[CH:7]=[CH:6][C:5]([C:8]2[CH:13]=[CH:12][CH:11]=[CH:10][CH:9]=2)=[CH:4][CH:3]=1.[O:14]1CCOC[CH2:15]1.C1(P(C2CCCCC2)C2C=CC=CC=2C2C(OC)=CC=CC=2OC)CCCCC1.P([O-])([O-])([O-])=O.[K+].[K+].[K+]. (3) Given the product [NH2:1][C:2]([C:4]1[C:5]([NH:19][C:20]2[CH:25]=[CH:24][C:23]([I:26])=[CH:22][C:21]=2[F:27])=[CH:6][C:7](=[O:18])[N:8]([CH2:10][C:11]([OH:13])=[O:12])[CH:9]=1)=[O:3], predict the reactants needed to synthesize it. The reactants are: [NH2:1][C:2]([C:4]1[C:5]([NH:19][C:20]2[CH:25]=[CH:24][C:23]([I:26])=[CH:22][C:21]=2[F:27])=[CH:6][C:7](=[O:18])[N:8]([CH2:10][C:11]([O:13]C(C)(C)C)=[O:12])[CH:9]=1)=[O:3]. (4) Given the product [C:1]1([C:16]2[CH:28]=[CH:27][C:19]([C:20]([O:22][C:23]([CH3:24])([CH3:25])[CH3:26])=[O:21])=[CH:18][CH:17]=2)[CH2:5][CH2:4][CH2:3][CH:2]=1, predict the reactants needed to synthesize it. The reactants are: [C:1]1(B2OC(C)(C)C(C)(C)O2)[CH2:5][CH2:4][CH2:3][CH:2]=1.Br[C:16]1[CH:28]=[CH:27][C:19]([C:20]([O:22][C:23]([CH3:26])([CH3:25])[CH3:24])=[O:21])=[CH:18][CH:17]=1.C(=O)([O-])[O-].[Na+].[Na+].